From a dataset of Full USPTO retrosynthesis dataset with 1.9M reactions from patents (1976-2016). Predict the reactants needed to synthesize the given product. The reactants are: [CH2:1]([N:8]1[CH2:12][CH2:11][CH:10]([CH2:13][OH:14])[CH2:9]1)[C:2]1[CH:7]=[CH:6][CH:5]=[CH:4][CH:3]=1.Cl[C:16]([O:18][CH:19]=[CH2:20])=[O:17]. Given the product [CH:19]([O:18][C:16](=[O:17])[O:14][CH2:13][CH:10]1[CH2:11][CH2:12][N:8]([CH2:1][C:2]2[CH:7]=[CH:6][CH:5]=[CH:4][CH:3]=2)[CH2:9]1)=[CH2:20], predict the reactants needed to synthesize it.